Task: Predict which catalyst facilitates the given reaction.. Dataset: Catalyst prediction with 721,799 reactions and 888 catalyst types from USPTO The catalyst class is: 41. Product: [CH:7]([O:12][C:2]1[C:11]2[C:6](=[C:7]([O:12][CH3:13])[CH:8]=[CH:9][CH:10]=2)[CH:5]=[C:4]([NH:14][C:15]2[CH:19]=[C:18]([CH3:20])[NH:17][N:16]=2)[N:3]=1)([CH3:8])[CH3:6]. Reactant: Cl[C:2]1[C:11]2[C:6](=[C:7]([O:12][CH3:13])[CH:8]=[CH:9][CH:10]=2)[CH:5]=[C:4]([NH:14][C:15]2[CH:19]=[C:18]([CH3:20])[NH:17][N:16]=2)[N:3]=1.